From a dataset of Full USPTO retrosynthesis dataset with 1.9M reactions from patents (1976-2016). Predict the reactants needed to synthesize the given product. Given the product [Cl:1][C:2]1[CH:3]=[CH:4][C:5]([C@@:8]2([CH3:35])[C@@H:12]([C:13]3[CH:14]=[CH:15][C:16]([Cl:19])=[CH:17][CH:18]=3)[N:11]([C:20]([N:42]3[CH2:43][CH2:44][N:39]([C:36](=[O:38])[CH3:37])[CH2:40][CH2:41]3)=[O:21])[C:10]([C:23]3[CH:28]=[CH:27][C:26]([O:29][CH3:30])=[CH:25][C:24]=3[O:31][CH:32]([CH3:33])[CH3:34])=[N:9]2)=[CH:6][CH:7]=1, predict the reactants needed to synthesize it. The reactants are: [Cl:1][C:2]1[CH:7]=[CH:6][C:5]([C:8]2([CH3:35])[CH:12]([C:13]3[CH:18]=[CH:17][C:16]([Cl:19])=[CH:15][CH:14]=3)[N:11]([C:20](Cl)=[O:21])[C:10]([C:23]3[CH:28]=[CH:27][C:26]([O:29][CH3:30])=[CH:25][C:24]=3[O:31][CH:32]([CH3:34])[CH3:33])=[N:9]2)=[CH:4][CH:3]=1.[C:36]([N:39]1[CH2:44][CH2:43][NH:42][CH2:41][CH2:40]1)(=[O:38])[CH3:37].